From a dataset of Full USPTO retrosynthesis dataset with 1.9M reactions from patents (1976-2016). Predict the reactants needed to synthesize the given product. (1) Given the product [CH3:14][C:9]1[CH:10]=[CH:11][CH:12]=[C:13]2[C:8]=1[N:7]([CH2:15][CH2:16][N:17]1[CH2:18][CH2:19][O:20][CH2:21][CH2:22]1)[CH:6]=[C:5]2[C:3]([OH:25])=[O:4], predict the reactants needed to synthesize it. The reactants are: FC(F)(F)[C:3]([C:5]1[C:13]2[C:8](=[C:9]([CH3:14])[CH:10]=[CH:11][CH:12]=2)[N:7]([CH2:15][CH2:16][N:17]2[CH2:22][CH2:21][O:20][CH2:19][CH2:18]2)[CH:6]=1)=[O:4].[OH-:25].[Na+].Cl. (2) The reactants are: [Br:1][CH:2]1[C:7]2([C:10]3[CH:15]=[CH:14][C:13]([Cl:16])=[CH:12][CH:11]=3)[CH2:8][CH2:9][C:4]([CH:17]=[CH:18][O:19][CH3:20])([CH2:5][O:6]2)[CH2:3]1.[Cr](Cl)([O-])(=O)=[O:22].[NH+]1C=CC=CC=1. Given the product [CH3:20][O:19][C:18](=[O:22])[CH2:17][C:4]12[CH2:9][CH2:8][C:7]([C:10]3[CH:15]=[CH:14][C:13]([Cl:16])=[CH:12][CH:11]=3)([CH:2]([Br:1])[CH2:3]1)[O:6][CH2:5]2, predict the reactants needed to synthesize it. (3) Given the product [CH3:1][O:2][C:3]1[CH:24]=[CH:23][C:6]([CH2:7][O:8][C:9]2[CH:14]=[CH:13][C:12]([C:15]3[C:19]([NH2:27])=[CH:18][O:17][N:16]=3)=[CH:11][CH:10]=2)=[CH:5][CH:4]=1, predict the reactants needed to synthesize it. The reactants are: [CH3:1][O:2][C:3]1[CH:24]=[CH:23][C:6]([CH2:7][O:8][C:9]2[CH:14]=[CH:13][C:12]([C:15]3[C:19](C(O)=O)=[CH:18][O:17][N:16]=3)=[CH:11][CH:10]=2)=[CH:5][CH:4]=1.C([N:27](CC)CC)C.C1(P(N=[N+]=[N-])(C2C=CC=CC=2)=O)C=CC=CC=1.O. (4) Given the product [ClH:1].[CH3:2][O:3][C:4](=[O:26])[CH2:5][N:6]1[C:12](=[O:13])[C@@H:11]([NH2:14])[CH2:10][NH:9][C:8]2[CH:22]=[CH:23][CH:24]=[CH:25][C:7]1=2, predict the reactants needed to synthesize it. The reactants are: [ClH:1].[CH3:2][O:3][C:4](=[O:26])[CH2:5][N:6]1[C:12](=[O:13])[C@@H:11]([NH:14]C(OC(C)(C)C)=O)[CH2:10][NH:9][C:8]2[CH:22]=[CH:23][CH:24]=[CH:25][C:7]1=2. (5) Given the product [CH2:10]([O:17][C:18]1[CH:19]=[C:20]([NH:21][C:2]2[N:7]=[C:6]([NH:21][C:20]3[CH:22]=[CH:23][CH:24]=[C:18]([O:17][CH2:10][C:11]4[CH:16]=[CH:15][CH:14]=[CH:13][CH:12]=4)[CH:19]=3)[C:5]([F:9])=[CH:4][N:3]=2)[CH:22]=[CH:23][CH:24]=1)[C:11]1[CH:12]=[CH:13][CH:14]=[CH:15][CH:16]=1, predict the reactants needed to synthesize it. The reactants are: Cl[C:2]1[N:7]=[C:6](Cl)[C:5]([F:9])=[CH:4][N:3]=1.[CH2:10]([O:17][C:18]1[CH:19]=[C:20]([CH:22]=[CH:23][CH:24]=1)[NH2:21])[C:11]1[CH:16]=[CH:15][CH:14]=[CH:13][CH:12]=1.